From a dataset of Full USPTO retrosynthesis dataset with 1.9M reactions from patents (1976-2016). Predict the reactants needed to synthesize the given product. (1) Given the product [NH2:26][C:2](=[O:1])[CH2:6][CH2:5][C@@H:4]([NH:3][C:18](=[O:19])[O:20][C:21]([CH3:24])([CH3:22])[CH3:23])[CH2:7][C:8]1[CH:9]=[N:10][C:11]([C:14]([F:17])([F:15])[F:16])=[CH:12][CH:13]=1, predict the reactants needed to synthesize it. The reactants are: [O:1]=[C:2]1[CH2:6][CH2:5][C@H:4]([CH2:7][C:8]2[CH:9]=[N:10][C:11]([C:14]([F:17])([F:16])[F:15])=[CH:12][CH:13]=2)[N:3]1[C:18]([O:20][C:21]([CH3:24])([CH3:23])[CH3:22])=[O:19].[OH-].[NH4+:26]. (2) Given the product [F:1][C:2]1[CH:3]=[C:4]([N+:17]([O-:19])=[O:18])[C:5]([CH3:11])=[C:6]([CH:10]=1)[C:7]([OH:9])=[O:8], predict the reactants needed to synthesize it. The reactants are: [F:1][C:2]1[CH:3]=[CH:4][C:5]([CH3:11])=[C:6]([CH:10]=1)[C:7]([OH:9])=[O:8].S(=O)(=O)(O)O.[N+:17]([O-])([OH:19])=[O:18]. (3) The reactants are: [Cl:1][C:2]1[CH:7]=[CH:6][C:5]([CH:8]([C:20]2[CH:25]=[CH:24][C:23]([S:26]([CH3:29])(=[O:28])=[O:27])=[CH:22][CH:21]=2)[CH2:9][C:10]([C:12]2[CH:13]=[CH:14][C:15](=[O:19])[N:16]([CH3:18])[CH:17]=2)=O)=[C:4]([F:30])[CH:3]=1.Cl.[NH2:32][OH:33].C(=O)([O-])O.[Na+]. Given the product [Cl:1][C:2]1[CH:7]=[CH:6][C:5]([CH:8]([C:20]2[CH:21]=[CH:22][C:23]([S:26]([CH3:29])(=[O:27])=[O:28])=[CH:24][CH:25]=2)[CH2:9]/[C:10](/[C:12]2[CH:13]=[CH:14][C:15](=[O:19])[N:16]([CH3:18])[CH:17]=2)=[N:32]\[OH:33])=[C:4]([F:30])[CH:3]=1, predict the reactants needed to synthesize it.